Dataset: Full USPTO retrosynthesis dataset with 1.9M reactions from patents (1976-2016). Task: Predict the reactants needed to synthesize the given product. Given the product [CH3:11][N:10]([CH3:16])[CH2:9][CH2:8][C:21]1[CH:20]=[CH:19][C:9]2[N:10]([CH2:16][O:17][CH3:18])[C:11](=[O:15])[C:12]3[CH2:13][CH2:14][CH2:5][NH:6][C:7]=3[C:8]=2[CH:22]=1, predict the reactants needed to synthesize it. The reactants are: CN(C)CC[C:5]1[CH:14]=[CH:13][C:12]2[C:11](=[O:15])[N:10]([CH2:16][O:17][CH3:18])[C:9]3[CH:19]=[CH:20][CH:21]=[CH:22][C:8]=3[C:7]=2[N:6]=1.